Dataset: Catalyst prediction with 721,799 reactions and 888 catalyst types from USPTO. Task: Predict which catalyst facilitates the given reaction. (1) Reactant: Cl[C:2]1[N:7]=[CH:6][C:5]([C:8]2[C:17]3[C:12](=[CH:13][CH:14]=[CH:15][CH:16]=3)[C:11](=[O:18])[NH:10][N:9]=2)=[CH:4][CH:3]=1.[CH3:19][NH:20][CH3:21].C1COCC1. Product: [CH3:19][N:20]([CH3:21])[C:2]1[N:7]=[CH:6][C:5]([C:8]2[C:17]3[C:12](=[CH:13][CH:14]=[CH:15][CH:16]=3)[C:11](=[O:18])[NH:10][N:9]=2)=[CH:4][CH:3]=1. The catalyst class is: 31. (2) Reactant: [Cl:1][C:2]1[CH:7]=[CH:6][C:5]([C@@H:8]2[CH2:12][NH:11][C:10](=[O:13])[CH2:9]2)=[CH:4][C:3]=1[I:14].C(N(CC)CC)C.[C:22](=O)([O:28]C(C)(C)C)[O:23][C:24]([CH3:27])([CH3:26])[CH3:25].Cl. Product: [C:24]([O:23][C:22]([N:11]1[CH2:12][C@@H:8]([C:5]2[CH:6]=[CH:7][C:2]([Cl:1])=[C:3]([I:14])[CH:4]=2)[CH2:9][C:10]1=[O:13])=[O:28])([CH3:27])([CH3:26])[CH3:25]. The catalyst class is: 64. (3) Reactant: [OH:1][C:2]1[CH:27]=[CH:26][C:5]2[C:6](=[O:25])[N:7]([CH2:9][C:10]([N:12]3[CH2:17][CH2:16][N:15]([C:18]([O:20][C:21]([CH3:24])([CH3:23])[CH3:22])=[O:19])[CH2:14][CH2:13]3)=[O:11])[S:8][C:4]=2[CH:3]=1.N1C=CN=C1.[Si:33](Cl)([C:36]([CH3:39])([CH3:38])[CH3:37])([CH3:35])[CH3:34]. Product: [Si:33]([O:1][C:2]1[CH:27]=[CH:26][C:5]2[C:6](=[O:25])[N:7]([CH2:9][C:10]([N:12]3[CH2:17][CH2:16][N:15]([C:18]([O:20][C:21]([CH3:23])([CH3:22])[CH3:24])=[O:19])[CH2:14][CH2:13]3)=[O:11])[S:8][C:4]=2[CH:3]=1)([C:36]([CH3:39])([CH3:38])[CH3:37])([CH3:35])[CH3:34]. The catalyst class is: 79.